Dataset: Full USPTO retrosynthesis dataset with 1.9M reactions from patents (1976-2016). Task: Predict the reactants needed to synthesize the given product. (1) The reactants are: [N:1]1([CH2:7][CH2:8][O:9][C:10]2[CH:15]=[CH:14][C:13]([CH:16]3[CH2:21][CH2:20][N:19]([C:22]4[CH2:23][CH2:24][C:25]5[N:26]([C:28]([C:31]([F:34])([F:33])[F:32])=[N:29][N:30]=5)[N:27]=4)[CH2:18][CH2:17]3)=[CH:12][CH:11]=2)[CH2:6][CH2:5][NH:4][CH2:3][CH2:2]1.[C:35](O)(=[O:40])[CH2:36][CH2:37][CH2:38][CH3:39]. Given the product [C:35]([N:4]1[CH2:3][CH2:2][N:1]([CH2:7][CH2:8][O:9][C:10]2[CH:15]=[CH:14][C:13]([CH:16]3[CH2:21][CH2:20][N:19]([C:22]4[CH2:23][CH2:24][C:25]5[N:26]([C:28]([C:31]([F:33])([F:34])[F:32])=[N:29][N:30]=5)[N:27]=4)[CH2:18][CH2:17]3)=[CH:12][CH:11]=2)[CH2:6][CH2:5]1)(=[O:40])[CH2:36][CH2:37][CH2:38][CH3:39], predict the reactants needed to synthesize it. (2) The reactants are: [CH:1]([O:4][C:5]1[CH:13]=[CH:12][C:11]([S:14]([CH3:17])(=[O:16])=[O:15])=[CH:10][C:6]=1[C:7]([OH:9])=O)([CH3:3])[CH3:2].[CH3:18][C:19]1[S:23][C:22]([N:24]2[CH2:29][CH2:28][NH:27][CH2:26][CH2:25]2)=[N:21][CH:20]=1. Given the product [CH:1]([O:4][C:5]1[CH:13]=[CH:12][C:11]([S:14]([CH3:17])(=[O:16])=[O:15])=[CH:10][C:6]=1[C:7]([N:27]1[CH2:28][CH2:29][N:24]([C:22]2[S:23][C:19]([CH3:18])=[CH:20][N:21]=2)[CH2:25][CH2:26]1)=[O:9])([CH3:2])[CH3:3], predict the reactants needed to synthesize it. (3) Given the product [Cl:20][C:5]1[C:6]([C:8]2[S:12][C:11]3[CH:13]=[CH:14][CH:15]=[C:16]([C:17]([NH2:19])=[O:18])[C:10]=3[CH:9]=2)=[N:7][C:2]([NH:36][CH2:35][CH2:34][CH:31]2[CH2:32][CH2:33][NH:28][CH2:29][CH2:30]2)=[N:3][CH:4]=1, predict the reactants needed to synthesize it. The reactants are: Cl[C:2]1[N:7]=[C:6]([C:8]2[S:12][C:11]3[CH:13]=[CH:14][CH:15]=[C:16]([C:17]([NH2:19])=[O:18])[C:10]=3[CH:9]=2)[C:5]([Cl:20])=[CH:4][N:3]=1.C(OC([N:28]1[CH2:33][CH2:32][CH:31]([CH2:34][CH2:35][NH2:36])[CH2:30][CH2:29]1)=O)(C)(C)C.C(N(C(C)C)CC)(C)C.C([SiH](CC)CC)C.C(O)(C(F)(F)F)=O.[Li+].[OH-]. (4) The reactants are: [CH3:1][O:2][C:3]1[CH:8]=[CH:7][C:6]([S:9](Cl)(=[O:11])=[O:10])=[CH:5][CH:4]=1.[C:13]1([CH3:21])[CH:18]=[C:17]([CH3:19])[CH:16]=[C:15]([CH3:20])[CH:14]=1.[Al+3].[Cl-].[Cl-].[Cl-].Cl. Given the product [CH3:1][O:2][C:3]1[CH:8]=[CH:7][C:6]([S:9]([C:14]2[C:15]([CH3:20])=[CH:16][C:17]([CH3:19])=[CH:18][C:13]=2[CH3:21])(=[O:11])=[O:10])=[CH:5][CH:4]=1, predict the reactants needed to synthesize it. (5) Given the product [OH:21][N:19]1[C:12]2[C:11](=[CH:16][CH:15]=[CH:14][CH:13]=2)[CH:7]=[CH:6]1, predict the reactants needed to synthesize it. The reactants are: C(O[C:6](=O)[C:7]([C:11]1[CH:16]=[C:15](Cl)[C:14](Cl)=[CH:13][C:12]=1[N+:19]([O-:21])=O)=C(O)C)(C)(C)C.O.C(O)C. (6) Given the product [C:32]([OH:34])(=[O:33])[C:31]1[CH:35]=[CH:36][CH:37]=[CH:38][CH:30]=1, predict the reactants needed to synthesize it. The reactants are: N1CCCCC1.FC(F)OC1C=C(C=CC=1OC(F)F)C=O.C(CC(N[C:30]1[CH:38]=[CH:37][CH:36]=[CH:35][C:31]=1[C:32]([OH:34])=[O:33])=O)(O)=O.